Dataset: Full USPTO retrosynthesis dataset with 1.9M reactions from patents (1976-2016). Task: Predict the reactants needed to synthesize the given product. The reactants are: [CH3:1][C:2]1[CH:7]=[CH:6][N:5]=[CH:4][C:3]=1[C:8]1[CH:9]=[C:10]2[C:15](=[N:16][CH:17]=1)[NH:14][CH2:13][CH2:12][CH2:11]2.[C:18]([N:26]=C=O)(=[O:25])C1C=CC=CC=1.C([O-])([O-])=O.[K+].[K+]. Given the product [CH3:1][C:2]1[CH:7]=[CH:6][N:5]=[CH:4][C:3]=1[C:8]1[CH:9]=[C:10]2[C:15](=[N:16][CH:17]=1)[N:14]([C:18]([NH2:26])=[O:25])[CH2:13][CH2:12][CH2:11]2, predict the reactants needed to synthesize it.